Dataset: Full USPTO retrosynthesis dataset with 1.9M reactions from patents (1976-2016). Task: Predict the reactants needed to synthesize the given product. (1) Given the product [Cl:1][C:2]1[C:7]([S:8]([CH3:11])(=[O:10])=[O:9])=[CH:6][C:5]([C:12]2[N:13]([C:33]([N:51]3[CH2:52][CH2:53][N:48]([CH:45]4[CH2:44][CH2:43][S:42](=[O:41])(=[O:54])[CH2:47][CH2:46]4)[CH2:49][CH2:50]3)=[O:34])[C@@:14]([C:26]3[CH:31]=[CH:30][C:29]([Cl:32])=[CH:28][CH:27]=3)([CH3:25])[C@@:15]([C:18]3[CH:19]=[CH:20][C:21]([Cl:24])=[CH:22][CH:23]=3)([CH3:17])[N:16]=2)=[C:4]([O:36][CH2:37][CH3:38])[CH:3]=1, predict the reactants needed to synthesize it. The reactants are: [Cl:1][C:2]1[C:7]([S:8]([CH3:11])(=[O:10])=[O:9])=[CH:6][C:5]([C:12]2[N:13]([C:33](Cl)=[O:34])[C:14]([C:26]3[CH:31]=[CH:30][C:29]([Cl:32])=[CH:28][CH:27]=3)([CH3:25])[C:15]([C:18]3[CH:23]=[CH:22][C:21]([Cl:24])=[CH:20][CH:19]=3)([CH3:17])[N:16]=2)=[C:4]([O:36][CH2:37][CH3:38])[CH:3]=1.Cl.Cl.[O:41]=[S:42]1(=[O:54])[CH2:47][CH2:46][CH:45]([N:48]2[CH2:53][CH2:52][NH:51][CH2:50][CH2:49]2)[CH2:44][CH2:43]1. (2) Given the product [Cl:14][C:7]1[CH:8]=[C:9]2[C:4]([N:3]=[C:2]([N:19]3[CH2:20][CH2:21][N:16]([CH3:15])[CH2:17][CH2:18]3)[C:11]([O:12][CH3:13])=[N:10]2)=[CH:5][CH:6]=1, predict the reactants needed to synthesize it. The reactants are: Cl[C:2]1[C:11]([O:12][CH3:13])=[N:10][C:9]2[C:4](=[CH:5][CH:6]=[C:7]([Cl:14])[CH:8]=2)[N:3]=1.[CH3:15][N:16]1[CH2:21][CH2:20][NH:19][CH2:18][CH2:17]1.C1COCC1. (3) Given the product [F:1][C:2]1[CH:21]=[CH:20][CH:19]=[CH:18][C:3]=1[CH2:4][N:5]1[C:9]2=[N:10][CH:11]=[CH:12][CH:13]=[C:8]2[C:7]([C:14]([NH2:27])=[NH:17])=[N:6]1, predict the reactants needed to synthesize it. The reactants are: [F:1][C:2]1[CH:21]=[CH:20][CH:19]=[CH:18][C:3]=1[CH2:4][N:5]1[C:9]2=[N:10][CH:11]=[CH:12][CH:13]=[C:8]2[C:7]([C:14](=[NH:17])OC)=[N:6]1.C(O)(=O)C.[Cl-].[NH4+:27]. (4) Given the product [CH2:1]([C@H:8]1[CH2:12][O:11][C:10](=[O:13])[N:9]1[C:23](=[O:24])/[CH:22]=[C:21](\[CH3:26])/[C:20]([F:28])([F:27])[F:19])[C:2]1[CH:3]=[CH:4][CH:5]=[CH:6][CH:7]=1, predict the reactants needed to synthesize it. The reactants are: [CH2:1]([C@H:8]1[CH2:12][O:11][C:10](=[O:13])[NH:9]1)[C:2]1[CH:7]=[CH:6][CH:5]=[CH:4][CH:3]=1.[Li]CCCC.[F:19][C:20]([F:28])([F:27])[C:21]([CH3:26])=[CH:22][C:23](Cl)=[O:24].O. (5) Given the product [Cl:17][C:18]1[CH:23]=[CH:22][C:21]([S:24]([N:2]2[CH2:6][CH2:5][CH2:4][C@H:3]2[C:7]([O:9][CH3:10])=[O:8])(=[O:26])=[O:25])=[CH:20][C:19]=1[N+:28]([O-:30])=[O:29], predict the reactants needed to synthesize it. The reactants are: Cl.[NH:2]1[CH2:6][CH2:5][CH2:4][C@H:3]1[C:7]([O:9][CH3:10])=[O:8].C(=O)([O-])[O-].[Na+].[Na+].[Cl:17][C:18]1[CH:23]=[CH:22][C:21]([S:24](Cl)(=[O:26])=[O:25])=[CH:20][C:19]=1[N+:28]([O-:30])=[O:29].Cl. (6) Given the product [Cl:1][C:2]1[CH:3]=[C:4]2[C:6]([C:19]([OH:20])=[C:18]([CH3:17])[C:24]([CH3:26])=[N:5]2)=[CH:7][C:8]=1[O:9][C:10]1[CH:15]=[CH:14][C:13]([Cl:16])=[CH:12][CH:11]=1, predict the reactants needed to synthesize it. The reactants are: [Cl:1][C:2]1[CH:3]=[C:4]([CH:6]=[CH:7][C:8]=1[O:9][C:10]1[CH:15]=[CH:14][C:13]([Cl:16])=[CH:12][CH:11]=1)[NH2:5].[CH3:17][CH:18]([C:24]([CH3:26])=O)[C:19](OCC)=[O:20].ClC1C(OC2C=CC(Cl)=CC=2)=CC=C2C=1C(O)=C(C)C(C)=N2.